This data is from Forward reaction prediction with 1.9M reactions from USPTO patents (1976-2016). The task is: Predict the product of the given reaction. (1) Given the reactants [C:1]([O:5][C:6]([N:8]1[CH2:12][CH2:11][C@H:10]([O:13][C:14]2[N:23]=[CH:22][C:17]3[O:18][CH2:19][CH2:20][NH:21][C:16]=3[CH:15]=2)[CH2:9]1)=[O:7])([CH3:4])([CH3:3])[CH3:2].Br[C:25]1[CH:26]=[C:27]([C:33]([F:36])([F:35])[F:34])[C:28]([O:31][CH3:32])=[N:29][CH:30]=1.CC(C1C=C(C(C)C)C(C2C=CC=CC=2P(C2CCCCC2)C2CCCCC2)=C(C(C)C)C=1)C.CC([O-])(C)C.[Na+], predict the reaction product. The product is: [C:1]([O:5][C:6]([N:8]1[CH2:12][CH2:11][C@H:10]([O:13][C:14]2[N:23]=[CH:22][C:17]3[O:18][CH2:19][CH2:20][N:21]([C:25]4[CH:30]=[N:29][C:28]([O:31][CH3:32])=[C:27]([C:33]([F:36])([F:35])[F:34])[CH:26]=4)[C:16]=3[CH:15]=2)[CH2:9]1)=[O:7])([CH3:4])([CH3:2])[CH3:3]. (2) Given the reactants [CH3:1][S:2]([C:5]1[CH:10]=[CH:9][C:8]([C@@H:11]([CH2:15][CH:16]2[CH2:21][CH2:20][O:19][CH2:18][CH2:17]2)[C:12]([OH:14])=O)=[CH:7][C:6]=1[CH3:22])(=[O:4])=[O:3].C(Cl)(=O)C(Cl)=O.[NH2:29][C:30]1[CH:34]=[CH:33][N:32]([CH2:35][C:36]([CH3:39])([OH:38])[CH3:37])[N:31]=1.N1C(C)=CC=CC=1C, predict the reaction product. The product is: [OH:38][C:36]([CH3:39])([CH3:37])[CH2:35][N:32]1[CH:33]=[CH:34][C:30]([NH:29][C:12](=[O:14])[C@@H:11]([C:8]2[CH:9]=[CH:10][C:5]([S:2]([CH3:1])(=[O:4])=[O:3])=[C:6]([CH3:22])[CH:7]=2)[CH2:15][CH:16]2[CH2:21][CH2:20][O:19][CH2:18][CH2:17]2)=[N:31]1. (3) Given the reactants [CH3:1][O:2][C:3](=[O:24])[C:4]1[CH:9]=[C:8]([F:10])[C:7]([CH2:11][NH:12][CH:13]=O)=[N:6][C:5]=1[NH:15][C:16]1[CH:21]=[CH:20][C:19]([Br:22])=[CH:18][C:17]=1[F:23].P(Cl)(Cl)(Cl)=O, predict the reaction product. The product is: [CH3:1][O:2][C:3]([C:4]1[CH:9]=[C:8]([F:10])[C:7]2[N:6]([CH:13]=[N:12][CH:11]=2)[C:5]=1[NH:15][C:16]1[CH:21]=[CH:20][C:19]([Br:22])=[CH:18][C:17]=1[F:23])=[O:24]. (4) Given the reactants [OH:1][C@H:2]1[C:7]([CH3:9])([CH3:8])[CH2:6][CH2:5][C@@H:4]([N:10]2C(=O)C3C(=CC=CC=3)C2=O)[CH2:3]1.O[C@@H]1C(C)(C)CC[C@H](N2C(=O)C3C(=CC=CC=3)C2=O)C1.O.NN.[ClH:44].Cl.N[C@H]1C[C@@H](O)C(C)(C)CC1, predict the reaction product. The product is: [ClH:44].[NH2:10][C@@H:4]1[CH2:3][C@H:2]([OH:1])[C:7]([CH3:9])([CH3:8])[CH2:6][CH2:5]1. (5) Given the reactants Br.[C:2]([C:6]1[CH:11]=[CH:10][C:9](/[C:12](/[C:20]2[CH:25]=[CH:24][C:23]([O:26][C:27]3[CH:32]=[CH:31][CH:30]=[CH:29][CH:28]=3)=[C:22]([O:33]C)[N:21]=2)=[CH:13]\[C@@H:14]2[NH:18][C:17](=[O:19])[CH2:16][CH2:15]2)=[CH:8][CH:7]=1)([CH3:5])([CH3:4])[CH3:3].C(C1C=CC(/C(/C2C=CC=C(OC)N=2)=C\[C@@H]2NC(=O)CC2)=CC=1)(C)(C)C.O, predict the reaction product. The product is: [C:2]([C:6]1[CH:11]=[CH:10][C:9](/[C:12](/[C:20]2[NH:21][C:22](=[O:33])[C:23]([O:26][C:27]3[CH:32]=[CH:31][CH:30]=[CH:29][CH:28]=3)=[CH:24][CH:25]=2)=[CH:13]\[C@H:14]2[CH2:15][CH2:16][C:17](=[O:19])[NH:18]2)=[CH:8][CH:7]=1)([CH3:5])([CH3:3])[CH3:4].